This data is from TCR-epitope binding with 47,182 pairs between 192 epitopes and 23,139 TCRs. The task is: Binary Classification. Given a T-cell receptor sequence (or CDR3 region) and an epitope sequence, predict whether binding occurs between them. (1) The epitope is NQKLIANQF. The TCR CDR3 sequence is CASSSRGGATDTQYF. Result: 0 (the TCR does not bind to the epitope). (2) The epitope is NLVPMVATV. The TCR CDR3 sequence is CASSPPGTSFNEFF. Result: 1 (the TCR binds to the epitope).